From a dataset of Full USPTO retrosynthesis dataset with 1.9M reactions from patents (1976-2016). Predict the reactants needed to synthesize the given product. (1) Given the product [CH2:1]([O:3][C:4]([C:6]1[C:10]([C:11]2[CH:16]=[CH:15][CH:14]=[CH:13][CH:12]=2)=[CH:9][S:8][C:7]=1[NH:17][C:31](=[O:32])[CH2:27][C:28]([O:29][CH2:23][CH3:24])=[O:34])=[O:5])[CH3:2], predict the reactants needed to synthesize it. The reactants are: [CH2:1]([O:3][C:4]([C:6]1[C:10]([C:11]2[CH:16]=[CH:15][CH:14]=[CH:13][CH:12]=2)=[CH:9][S:8][C:7]=1[NH2:17])=[O:5])[CH3:2].C(N([CH2:23][CH3:24])CC)C.C([CH:27]([C:31](Cl)=[O:32])[C:28](Cl)=[O:29])C.[OH2:34]. (2) Given the product [ClH:1].[Cl:13][C:14]1[CH:15]=[CH:16][C:17]2[CH2:7][O:6][C:5](=[O:11])[N:20]([CH:21]3[CH2:26][CH2:25][NH:24][CH2:23][CH2:22]3)[C:18]=2[CH:19]=1, predict the reactants needed to synthesize it. The reactants are: [Cl:1]C(Cl)(O[C:5](=[O:11])[O:6][C:7](Cl)(Cl)Cl)Cl.[Cl:13][C:14]1[CH:15]=[CH:16][C:17](CO)=[C:18]([NH:20][CH:21]2[CH2:26][CH2:25][N:24](C(OC(C)(C)C)=O)[CH2:23][CH2:22]2)[CH:19]=1.C(N(CC)C(C)C)(C)C.